From a dataset of Peptide-MHC class II binding affinity with 134,281 pairs from IEDB. Regression. Given a peptide amino acid sequence and an MHC pseudo amino acid sequence, predict their binding affinity value. This is MHC class II binding data. (1) The peptide sequence is ILPNTLVLDFCDDAL. The MHC is HLA-DPA10201-DPB10101 with pseudo-sequence HLA-DPA10201-DPB10101. The binding affinity (normalized) is 0.268. (2) The peptide sequence is EKKYFAATQAEPLAA. The MHC is DRB1_1001 with pseudo-sequence DRB1_1001. The binding affinity (normalized) is 0.850. (3) The peptide sequence is HTQTAGPWHLGKLEL. The MHC is DRB4_0101 with pseudo-sequence DRB4_0103. The binding affinity (normalized) is 0.399. (4) The peptide sequence is AVPLRLLGGLHRMVL. The MHC is DRB1_0101 with pseudo-sequence DRB1_0101. The binding affinity (normalized) is 0.758. (5) The peptide sequence is YEGQRVVFIQPSPVRD. The MHC is DRB1_0301 with pseudo-sequence DRB1_0301. The binding affinity (normalized) is 0.262. (6) The peptide sequence is EYLILSARDVLAVVS. The MHC is DRB5_0101 with pseudo-sequence DRB5_0101. The binding affinity (normalized) is 0.233.